This data is from Forward reaction prediction with 1.9M reactions from USPTO patents (1976-2016). The task is: Predict the product of the given reaction. (1) Given the reactants [Cl:1][C:2]1[CH:7]=[CH:6][C:5]([S:8]([CH:11]([C:20]2[CH:25]=[C:24]([F:26])[CH:23]=[CH:22][C:21]=2[F:27])[C:12]2[N:17]=[CH:16][C:15]([CH2:18][NH2:19])=[CH:14][CH:13]=2)(=[O:10])=[O:9])=[CH:4][CH:3]=1.Cl.[N:29]1[CH:34]=[CH:33][CH:32]=[C:31]([CH2:35][C:36](O)=[O:37])[CH:30]=1.C(N(CC)CC)C.Cl.C(N=C=NCCCN(C)C)C.C(=O)(O)[O-].[Na+], predict the reaction product. The product is: [Cl:1][C:2]1[CH:7]=[CH:6][C:5]([S:8]([CH:11]([C:20]2[CH:25]=[C:24]([F:26])[CH:23]=[CH:22][C:21]=2[F:27])[C:12]2[N:17]=[CH:16][C:15]([CH2:18][NH:19][C:36](=[O:37])[CH2:35][C:31]3[CH:30]=[N:29][CH:34]=[CH:33][CH:32]=3)=[CH:14][CH:13]=2)(=[O:10])=[O:9])=[CH:4][CH:3]=1. (2) Given the reactants [Si:1]([O:8][CH2:9][CH2:10][C@H:11]([NH:18][C:19]1[O:20][C:21]([CH3:35])([CH3:34])[CH:22]([C:27]2[CH:32]=[CH:31][C:30]([OH:33])=[CH:29][CH:28]=2)[S:23](=[O:26])(=[O:25])[N:24]=1)[C:12]1[CH:17]=[CH:16][CH:15]=[CH:14][CH:13]=1)([C:4]([CH3:7])([CH3:6])[CH3:5])([CH3:3])[CH3:2].C(N(CC)CC)C.[F:43][C:44]([F:57])([F:56])[S:45](O[S:45]([C:44]([F:57])([F:56])[F:43])(=[O:47])=[O:46])(=[O:47])=[O:46].O, predict the reaction product. The product is: [Si:1]([O:8][CH2:9][CH2:10][C@H:11]([NH:18][C:19]1[O:20][C:21]([CH3:35])([CH3:34])[CH:22]([C:27]2[CH:28]=[CH:29][C:30]([O:33][S:45]([C:44]([F:57])([F:56])[F:43])(=[O:47])=[O:46])=[CH:31][CH:32]=2)[S:23](=[O:26])(=[O:25])[N:24]=1)[C:12]1[CH:13]=[CH:14][CH:15]=[CH:16][CH:17]=1)([C:4]([CH3:7])([CH3:5])[CH3:6])([CH3:3])[CH3:2]. (3) Given the reactants CS(O[CH2:6][C:7]1[CH:12]=[CH:11][C:10]([CH2:13][NH:14][C:15](=[O:30])[CH2:16][CH2:17][C:18]2[CH:23]=[CH:22][C:21]([O:24][CH2:25][C:26]#[CH:27])=[C:20]([O:28][CH3:29])[CH:19]=2)=[CH:9][CH:8]=1)(=O)=O.[Br-:31].[Li+].CC(C)=O, predict the reaction product. The product is: [Br:31][CH2:6][C:7]1[CH:12]=[CH:11][C:10]([CH2:13][NH:14][C:15](=[O:30])[CH2:16][CH2:17][C:18]2[CH:23]=[CH:22][C:21]([O:24][CH2:25][C:26]#[CH:27])=[C:20]([O:28][CH3:29])[CH:19]=2)=[CH:9][CH:8]=1.